From a dataset of CYP2C19 inhibition data for predicting drug metabolism from PubChem BioAssay. Regression/Classification. Given a drug SMILES string, predict its absorption, distribution, metabolism, or excretion properties. Task type varies by dataset: regression for continuous measurements (e.g., permeability, clearance, half-life) or binary classification for categorical outcomes (e.g., BBB penetration, CYP inhibition). Dataset: cyp2c19_veith. (1) The molecule is COc1ccc(NC(=O)CSc2ncnc3c2cnn3CCc2ccccc2)cc1. The result is 1 (inhibitor). (2) The drug is Cn1c(=O)c(-c2ccc(Cl)cc2)nc2cnc(Oc3ccccc3)nc21. The result is 0 (non-inhibitor).